From a dataset of Full USPTO retrosynthesis dataset with 1.9M reactions from patents (1976-2016). Predict the reactants needed to synthesize the given product. (1) Given the product [CH2:1]([C:3]1[C:4]([NH:25][CH2:26][C@@H:27]([C:38]([OH:40])=[O:39])[NH:28][C:29]2[S:30][C:31]3[CH:37]=[CH:36][CH:35]=[CH:34][C:32]=3[N:33]=2)=[N:5][CH:6]=[N:7][C:8]=1[N:9]1[CH2:10][CH2:11][CH:12]([C:15]2[N:24]=[C:23]3[C:18]([CH2:19][CH2:20][CH2:21][NH:22]3)=[CH:17][CH:16]=2)[CH2:13][CH2:14]1)[CH3:2], predict the reactants needed to synthesize it. The reactants are: [CH2:1]([C:3]1[C:4]([NH:25][CH2:26][C@@H:27]([C:38]([O:40]C(C)(C)C)=[O:39])[NH:28][C:29]2[S:30][C:31]3[CH:37]=[CH:36][CH:35]=[CH:34][C:32]=3[N:33]=2)=[N:5][CH:6]=[N:7][C:8]=1[N:9]1[CH2:14][CH2:13][CH:12]([C:15]2[N:24]=[C:23]3[C:18]([CH2:19][CH2:20][CH2:21][NH:22]3)=[CH:17][CH:16]=2)[CH2:11][CH2:10]1)[CH3:2].FC(F)(F)C(O)=O.ClCCl.CO.O.C(O)(=O)C.C1(C)C=CC=CC=1. (2) Given the product [Cl:17][C:5]1[C:6]([NH:8][C:9]2[CH:10]=[C:11]([O:14][CH2:15][CH3:16])[NH:12][N:13]=2)=[N:7][C:2]([NH:28][C@H:26]([C:23]2[CH:24]=[CH:25][C:20]([F:19])=[CH:21][CH:22]=2)[CH3:27])=[N:3][C:4]=1[Cl:18], predict the reactants needed to synthesize it. The reactants are: Cl[C:2]1[N:7]=[C:6]([NH:8][C:9]2[NH:13][N:12]=[C:11]([O:14][CH2:15][CH3:16])[CH:10]=2)[C:5]([Cl:17])=[C:4]([Cl:18])[N:3]=1.[F:19][C:20]1[CH:25]=[CH:24][C:23]([C@@H:26]([NH2:28])[CH3:27])=[CH:22][CH:21]=1.C(N(CC)CC)C. (3) Given the product [Cl:28][C:23]1[CH:24]=[CH:25][CH:26]=[CH:27][C:22]=1[C:10]1[C:11]([C:15]2[CH:16]=[CH:17][C:18]([Cl:21])=[CH:19][CH:20]=2)=[CH:12][C:13](=[O:14])[NH:8][N:9]=1, predict the reactants needed to synthesize it. The reactants are: C([N:8]1[C:13](=[O:14])[CH:12]=[C:11]([C:15]2[CH:20]=[CH:19][C:18]([Cl:21])=[CH:17][CH:16]=2)[C:10]([C:22]2[CH:27]=[CH:26][CH:25]=[CH:24][C:23]=2[Cl:28])=[N:9]1)C1C=CC=CC=1.[Cl-].[Al+3].[Cl-].[Cl-]. (4) Given the product [CH:1]1[C:10]2[C:5](=[CH:6][CH:7]=[CH:8][CH:9]=2)[CH:4]=[C:3]([NH:11][C:12](=[O:40])[O:13][CH2:14][C@@H:15]([N:26]([CH3:39])[C:27]([NH:29][CH2:30][C:31]2[CH:36]=[CH:35][CH:34]=[C:33]([F:37])[C:32]=2[Cl:38])=[O:28])[CH2:16][C:17]2[N:21]3[CH2:22][CH2:23][NH:24][CH2:25][C:20]3=[CH:19][N:18]=2)[N:2]=1, predict the reactants needed to synthesize it. The reactants are: [CH:1]1[C:10]2[C:5](=[CH:6][CH:7]=[CH:8][CH:9]=2)[CH:4]=[C:3]([NH:11][C:12](=[O:40])[O:13][CH2:14][C@@H:15]([N:26]([CH3:39])[C:27]([NH:29][CH2:30][C:31]2[CH:36]=[CH:35][CH:34]=[C:33]([F:37])[C:32]=2[Cl:38])=[O:28])[CH2:16][C:17]2[N:21]3[CH:22]=[CH:23][N:24]=[CH:25][C:20]3=[CH:19][N:18]=2)[N:2]=1.[H][H].